This data is from Forward reaction prediction with 1.9M reactions from USPTO patents (1976-2016). The task is: Predict the product of the given reaction. (1) Given the reactants [H-].[Al+3].[Li+].[H-].[H-].[H-].[Cl:7][C:8]1[CH:13]=[CH:12][CH:11]=[C:10]([F:14])[C:9]=1[C:15]1[N:19]=[C:18]([CH3:20])[N:17]([C:21]2[CH:31]=[CH:30][C:24]([C:25](OCC)=[O:26])=[CH:23][CH:22]=2)[N:16]=1.C(OCC)(=O)C.[OH-].[Na+], predict the reaction product. The product is: [Cl:7][C:8]1[CH:13]=[CH:12][CH:11]=[C:10]([F:14])[C:9]=1[C:15]1[N:19]=[C:18]([CH3:20])[N:17]([C:21]2[CH:31]=[CH:30][C:24]([CH2:25][OH:26])=[CH:23][CH:22]=2)[N:16]=1. (2) The product is: [CH2:22]([NH:29][C:18]([C:14]1[S:13][C:12]([N:9]2[CH:10]=[CH:11][C:6]([O:5][CH2:4][CH:1]3[CH2:2][CH2:3]3)=[CH:7][C:8]2=[O:21])=[N:16][C:15]=1[CH3:17])=[O:20])[C:23]1[CH:28]=[CH:27][CH:26]=[CH:25][CH:24]=1. Given the reactants [CH:1]1([CH2:4][O:5][C:6]2[CH:11]=[CH:10][N:9]([C:12]3[S:13][C:14]([C:18]([OH:20])=O)=[C:15]([CH3:17])[N:16]=3)[C:8](=[O:21])[CH:7]=2)[CH2:3][CH2:2]1.[CH2:22]([NH2:29])[C:23]1[CH:28]=[CH:27][CH:26]=[CH:25][CH:24]=1, predict the reaction product. (3) Given the reactants Br[C:2]1[C:3]([N:24]2[CH2:28][CH2:27][C@@H:26]([OH:29])[CH2:25]2)=[N:4][CH:5]=[C:6]([CH:23]=1)[C:7]([NH:9][C:10]1[CH:15]=[CH:14][C:13]([C:16]([F:22])([F:21])[C:17]([F:20])([F:19])[F:18])=[CH:12][CH:11]=1)=[O:8].CC1(C)C(C)(C)OB([C:38]2[CH:39]=[N:40][CH:41]=[C:42]([CH:45]=2)[C:43]#[N:44])O1, predict the reaction product. The product is: [C:43]([C:42]1[CH:45]=[C:38]([C:2]2[C:3]([N:24]3[CH2:28][CH2:27][C@@H:26]([OH:29])[CH2:25]3)=[N:4][CH:5]=[C:6]([C:7]([NH:9][C:10]3[CH:11]=[CH:12][C:13]([C:16]([F:21])([F:22])[C:17]([F:18])([F:19])[F:20])=[CH:14][CH:15]=3)=[O:8])[CH:23]=2)[CH:39]=[N:40][CH:41]=1)#[N:44].